This data is from Full USPTO retrosynthesis dataset with 1.9M reactions from patents (1976-2016). The task is: Predict the reactants needed to synthesize the given product. (1) Given the product [OH:24][C:25]1([C:53]2[CH:58]=[CH:57][C:56]([B:10]3[O:11][C:12]([CH3:17])([CH3:18])[C:13]([CH3:15])([CH3:16])[O:14]3)=[CH:55][CH:54]=2)[CH2:30][CH2:29][CH:28]([N:31]2[CH2:35][CH2:34][C@@H:33]([NH:36][C:37](=[O:52])[CH2:38][NH:39][C:40](=[O:51])[C:41]3[CH:46]=[CH:45][CH:44]=[C:43]([C:47]([F:49])([F:50])[F:48])[CH:42]=3)[CH2:32]2)[CH2:27][CH2:26]1, predict the reactants needed to synthesize it. The reactants are: [B:10]1([B:10]2[O:14][C:13]([CH3:16])([CH3:15])[C:12]([CH3:18])([CH3:17])[O:11]2)[O:14][C:13]([CH3:16])([CH3:15])[C:12]([CH3:18])([CH3:17])[O:11]1.CC([O-])=O.[K+].[OH:24][C:25]1([C:53]2[CH:58]=[CH:57][C:56](I)=[CH:55][CH:54]=2)[CH2:30][CH2:29][CH:28]([N:31]2[CH2:35][CH2:34][C@@H:33]([NH:36][C:37](=[O:52])[CH2:38][NH:39][C:40](=[O:51])[C:41]3[CH:46]=[CH:45][CH:44]=[C:43]([C:47]([F:50])([F:49])[F:48])[CH:42]=3)[CH2:32]2)[CH2:27][CH2:26]1. (2) Given the product [Cl:1][C:2]1[CH:7]=[CH:6][C:5]([S:8]([N:11]([CH2:12][C:13]2[CH:14]=[CH:15][C:16]([C:17]([O:19][CH3:20])=[O:18])=[CH:21][CH:22]=2)[C@@H:31]([C:28]2[CH:29]=[CH:30][C:25]([C:24]([F:23])([F:35])[F:36])=[CH:26][CH:27]=2)[CH2:32][CH3:33])(=[O:10])=[O:9])=[CH:4][CH:3]=1, predict the reactants needed to synthesize it. The reactants are: [Cl:1][C:2]1[CH:7]=[CH:6][C:5]([S:8]([NH:11][CH2:12][C:13]2[CH:22]=[CH:21][C:16]([C:17]([O:19][CH3:20])=[O:18])=[CH:15][CH:14]=2)(=[O:10])=[O:9])=[CH:4][CH:3]=1.[F:23][C:24]([F:36])([F:35])[C:25]1[CH:30]=[CH:29][C:28]([C@@H:31](O)[CH2:32][CH3:33])=[CH:27][CH:26]=1.C1C=CC(P(C2C=CC=CC=2)C2C=CC=CC=2)=CC=1.CC(OC(/N=N/C(OC(C)C)=O)=O)C. (3) Given the product [F:13][C:10]1[CH:9]=[C:4]2[C:3]([CH2:8][O:7][C:5]2=[O:6])=[CH:12][CH:11]=1, predict the reactants needed to synthesize it. The reactants are: BrC[C:3]1[CH:12]=[CH:11][C:10]([F:13])=[CH:9][C:4]=1[C:5]([O:7][CH3:8])=[O:6].C(=O)([O-])[O-].[Ca+2]. (4) Given the product [CH2:21]([O:20][C:14]([CH:15]1[C:8](=[O:10])[C:5]2[CH:6]=[N:7][C:2]([CH3:1])=[CH:3][C:4]=2[C:11]1=[O:13])=[O:19])[CH3:22], predict the reactants needed to synthesize it. The reactants are: [CH3:1][C:2]1[N:7]=[CH:6][C:5]([C:8]([OH:10])=O)=[C:4]([C:11]([OH:13])=O)[CH:3]=1.[C:14]([O:20][CH2:21][CH3:22])(=[O:19])[CH2:15]C(C)=O.C(N(CC)CC)C. (5) Given the product [Cl:8][C:9]1[CH:10]=[C:11]([O:30][CH2:2][C:3]2[N:7]=[CH:6][O:5][N:4]=2)[CH:12]=[CH:13][C:14]=1[CH:15]([CH3:29])[C:16]([C:21]1[CH:26]=[N:25][C:24]([CH3:27])=[CH:23][N:22]=1)([OH:28])[C:17]([F:18])([F:20])[F:19], predict the reactants needed to synthesize it. The reactants are: Cl[CH2:2][C:3]1[N:7]=[CH:6][O:5][N:4]=1.[Cl:8][C:9]1[CH:10]=[C:11]([OH:30])[CH:12]=[CH:13][C:14]=1[CH:15]([CH3:29])[C:16]([OH:28])([C:21]1[CH:26]=[N:25][C:24]([CH3:27])=[CH:23][N:22]=1)[C:17]([F:20])([F:19])[F:18].